The task is: Predict the reaction yield, written as a fraction of the theoretical maximum amount of product (1.0 means a 100% yield; for example, 0.34 means a 34% yield).. This data is from Reaction yield outcomes from USPTO patents with 853,638 reactions. (1) The reactants are [CH2:1]([C:3]1[N:4]([C:28]2[CH:33]=[CH:32][C:31]([OH:34])=[CH:30][CH:29]=2)[C:5](=[O:27])[C:6]([CH2:12][C:13]2[CH:18]=[CH:17][C:16]([C:19]3[C:20]([C:25]#[N:26])=[CH:21][CH:22]=[CH:23][CH:24]=3)=[CH:15][CH:14]=2)=[C:7]([CH2:9][CH2:10][CH3:11])[N:8]=1)[CH3:2].[CH3:35][C:36]1([CH3:39])[CH2:38][O:37]1.C(=O)([O-])[O-].[Cs+].[Cs+]. The catalyst is CN(C)C(=O)C. The product is [CH2:1]([C:3]1[N:4]([C:28]2[CH:33]=[CH:32][C:31]([O:34][CH2:35][C:36]([OH:37])([CH3:39])[CH3:38])=[CH:30][CH:29]=2)[C:5](=[O:27])[C:6]([CH2:12][C:13]2[CH:18]=[CH:17][C:16]([C:19]3[C:20]([C:25]#[N:26])=[CH:21][CH:22]=[CH:23][CH:24]=3)=[CH:15][CH:14]=2)=[C:7]([CH2:9][CH2:10][CH3:11])[N:8]=1)[CH3:2]. The yield is 0.640. (2) The reactants are C(N(CC)CC)C.ClC([O:11][CH2:12][CH3:13])=O.[OH:14][CH:15]([C:21]1[CH:26]=[CH:25][C:24]([N:27]2[C:31](=[O:32])[CH2:30][CH2:29][C@@H:28]2[CH2:33][CH2:34][CH2:35][C:36]2[S:40][C:39]([C:41]([OH:43])=[O:42])=[CH:38][CH:37]=2)=[CH:23][CH:22]=1)[CH2:16][CH2:17][CH2:18][CH2:19][CH3:20].C(O)CO. No catalyst specified. The product is [OH:11][CH2:12][CH2:13][O:42][C:41]([C:39]1[S:40][C:36]([CH2:35][CH2:34][CH2:33][C@H:28]2[CH2:29][CH2:30][C:31](=[O:32])[N:27]2[C:24]2[CH:23]=[CH:22][C:21]([CH:15]([OH:14])[CH2:16][CH2:17][CH2:18][CH2:19][CH3:20])=[CH:26][CH:25]=2)=[CH:37][CH:38]=1)=[O:43]. The yield is 0.430. (3) The reactants are [OH:1][CH:2]([C:37]([CH3:40])([CH3:39])[CH3:38])[CH2:3][N:4]1[C:9](=[O:10])[C:8]([CH2:11][C:12]2[CH:17]=[CH:16][C:15]([C:18]3[CH:23]=[CH:22][CH:21]=[CH:20][C:19]=3[C:24]3[NH:28][C:27](=[O:29])[O:26][N:25]=3)=[CH:14][CH:13]=2)=[C:7]([CH2:30][CH2:31][CH3:32])[N:6]2[N:33]=[C:34]([CH3:36])[N:35]=[C:5]12.CC(OI1(OC(C)=O)(OC(C)=O)OC(=O)C2C=CC=CC1=2)=O.C(=O)([O-])O.[Na+].O.O.O.O.O.S([O-])([O-])(=O)=S.[Na+].[Na+]. The catalyst is C(OCC)(=O)C.C(#N)C. The product is [CH3:39][C:37]([CH3:38])([CH3:40])[C:2](=[O:1])[CH2:3][N:4]1[C:9](=[O:10])[C:8]([CH2:11][C:12]2[CH:13]=[CH:14][C:15]([C:18]3[CH:23]=[CH:22][CH:21]=[CH:20][C:19]=3[C:24]3[NH:28][C:27](=[O:29])[O:26][N:25]=3)=[CH:16][CH:17]=2)=[C:7]([CH2:30][CH2:31][CH3:32])[N:6]2[N:33]=[C:34]([CH3:36])[N:35]=[C:5]12. The yield is 0.850.